Dataset: Full USPTO retrosynthesis dataset with 1.9M reactions from patents (1976-2016). Task: Predict the reactants needed to synthesize the given product. Given the product [C:1]([O:5][C:6](=[O:9])[CH2:7]/[N:8]=[CH:13]/[CH2:12][C:11]([CH3:15])([C:16]1[O:17][C:18]([CH3:21])=[CH:19][CH:20]=1)[CH3:10])([CH3:4])([CH3:3])[CH3:2], predict the reactants needed to synthesize it. The reactants are: [C:1]([O:5][C:6](=[O:9])[CH2:7][NH2:8])([CH3:4])([CH3:3])[CH3:2].[CH3:10][C:11]([C:16]1[O:17][C:18]([CH3:21])=[CH:19][CH:20]=1)([CH3:15])[CH2:12][CH:13]=O.